From a dataset of Full USPTO retrosynthesis dataset with 1.9M reactions from patents (1976-2016). Predict the reactants needed to synthesize the given product. (1) Given the product [Cl:85][C:81]1[CH:80]=[C:79]([CH:84]=[CH:83][CH:82]=1)[O:78][C:76]1[CH2:77][N:73]([C@@H:68]([CH2:69][CH:70]2[CH2:71][CH2:3][CH2:2][CH2:25][CH2:72]2)[C:67]([NH:66][C:63]2[CH:64]=[CH:65][N:61]([CH2:60][C:59]([OH:58])([CH3:27])[CH3:89])[N:62]=2)=[O:88])[C:74](=[O:87])[CH:75]=1, predict the reactants needed to synthesize it. The reactants are: Cl[C:2]1[CH:3]=C(C=C[CH:25]=1)OC1CN([C@@H](CC2CCCCC2)C(O)=O)C(=O)C=1.Cl.[CH3:27]N(C)CCCN=C=NCC.C(N(CC)C(C)C)(C)C.ON1C2C=CC=CC=2N=N1.Cl.[OH:58][C@@H:59]([CH2:89]O)[CH2:60][N:61]1[CH:65]=[CH:64][C:63]([NH:66][C:67](=[O:88])[C@@H:68]([N:73]2[CH2:77][C:76]([O:78][C:79]3[CH:84]=[CH:83][CH:82]=[C:81]([Cl:85])[C:80]=3Cl)=[CH:75][C:74]2=[O:87])[CH2:69][CH:70]([CH3:72])[CH3:71])=[N:62]1. (2) The reactants are: Br[C:2]1[CH:7]=[CH:6][C:5]([N:8]2[CH:17]=[C:16]3[C:10]([CH2:11][CH2:12][N:13]([CH:18]4[CH2:21][CH2:20][CH2:19]4)[CH2:14][CH2:15]3)=[N:9]2)=[CH:4][CH:3]=1.[NH:22]1[CH2:27][CH2:26][O:25][CH2:24][CH2:23]1.C(=O)([O-])[O-].[Cs+].[Cs+].CC1(C)C2C=CC=C(P(C3C=CC=CC=3)C3C=CC=CC=3)C=2OC2C1=CC=CC=2P(C1C=CC=CC=1)C1C=CC=CC=1. Given the product [CH:18]1([N:13]2[CH2:14][CH2:15][C:16]3=[CH:17][N:8]([C:5]4[CH:6]=[CH:7][C:2]([N:22]5[CH2:27][CH2:26][O:25][CH2:24][CH2:23]5)=[CH:3][CH:4]=4)[N:9]=[C:10]3[CH2:11][CH2:12]2)[CH2:21][CH2:20][CH2:19]1, predict the reactants needed to synthesize it. (3) Given the product [F:37][C:34]1[CH:35]=[CH:36][C:31]([C:14]2[N:15]=[CH:16][N:17]([CH:18]3[CH2:23][CH2:22][NH:21][CH2:20][CH2:19]3)[C:13]=2[C:10]2[CH:11]=[CH:12][C:7]3[N:8]([CH:38]=[C:5]([NH2:4])[N:6]=3)[N:9]=2)=[CH:32][CH:33]=1, predict the reactants needed to synthesize it. The reactants are: C([NH:4][C:5]1[N:6]=[C:7]2[CH:12]=[CH:11][C:10]([C:13]3[N:17]([CH:18]4[CH2:23][CH2:22][N:21](C(OC(C)(C)C)=O)[CH2:20][CH2:19]4)[CH:16]=[N:15][C:14]=3[C:31]3[CH:36]=[CH:35][C:34]([F:37])=[CH:33][CH:32]=3)=[N:9][N:8]2[CH:38]=1)(=O)C.Cl. (4) Given the product [C:1]([O:5][C:6]([N:8]1[CH2:12][CH2:11][C@H:10]([N:13]2[CH2:18][CH2:17][NH:16][CH2:15][CH2:14]2)[CH2:9]1)=[O:7])([CH3:4])([CH3:2])[CH3:3], predict the reactants needed to synthesize it. The reactants are: [C:1]([O:5][C:6]([N:8]1[CH2:12][CH2:11][C@H:10]([N:13]2[CH2:18][CH2:17][N:16](CC3C=CC=CC=3)[CH2:15][CH2:14]2)[CH2:9]1)=[O:7])([CH3:4])([CH3:3])[CH3:2].C(O)(=O)C. (5) Given the product [Cl:1][C:2]1[C:7]([O:8][C:9]2[CH:14]=[CH:13][C:12]([F:15])=[CH:11][C:10]=2[F:16])=[CH:6][C:5]2[NH:17][C:29]([C:28]([F:32])([F:33])[C:27]([F:34])([F:35])[C:26]([F:37])([F:36])[F:25])=[N:18][C:4]=2[CH:3]=1, predict the reactants needed to synthesize it. The reactants are: [Cl:1][C:2]1[CH:3]=[C:4]([NH2:18])[C:5]([NH2:17])=[CH:6][C:7]=1[O:8][C:9]1[CH:14]=[CH:13][C:12]([F:15])=[CH:11][C:10]=1[F:16].O.C(=O)(O)[O-].[Na+].[F:25][C:26]([F:37])([F:36])[C:27]([F:35])([F:34])[C:28]([F:33])([F:32])[C:29](O)=O. (6) Given the product [CH3:1][N:2]1[CH2:7][CH2:6][N:5]([C:10]2[N:15]=[CH:14][C:13]([C:16]([O:18][CH3:19])=[O:17])=[CH:12][N:11]=2)[CH2:4][C:3]1=[O:8], predict the reactants needed to synthesize it. The reactants are: [CH3:1][N:2]1[CH2:7][CH2:6][NH:5][CH2:4][C:3]1=[O:8].Cl[C:10]1[N:15]=[CH:14][C:13]([C:16]([O:18][CH3:19])=[O:17])=[CH:12][N:11]=1.